Dataset: Catalyst prediction with 721,799 reactions and 888 catalyst types from USPTO. Task: Predict which catalyst facilitates the given reaction. (1) Reactant: [C:1]([O:5][C:6](=[O:18])[CH2:7][CH2:8][NH:9][C:10]1[CH:15]=[CH:14][C:13]([Cl:16])=[C:12]([Cl:17])[CH:11]=1)([CH3:4])([CH3:3])[CH3:2].Br[CH2:20][C:21]([O:23][CH3:24])=[O:22].N1C(C)=CC=CC=1C. Product: [C:1]([O:5][C:6](=[O:18])[CH2:7][CH2:8][N:9]([C:10]1[CH:15]=[CH:14][C:13]([Cl:16])=[C:12]([Cl:17])[CH:11]=1)[CH2:20][C:21]([O:23][CH3:24])=[O:22])([CH3:4])([CH3:2])[CH3:3]. The catalyst class is: 23. (2) Reactant: [C:1]([O:5][C:6](=[O:24])[N:7]([C:16]1[CH:21]=[CH:20][C:19](Br)=[C:18]([F:23])[N:17]=1)[CH2:8][C:9]1[CH:10]=[N:11][CH:12]=[C:13]([F:15])[CH:14]=1)([CH3:4])([CH3:3])[CH3:2].C([Mg]Cl)(C)C.C([Cu])#N.[C:33]([O:37][C:38]([N:40]1[C:44]2=[N:45][CH:46]=[C:47]([Cl:49])[CH:48]=[C:43]2[C:42]([CH2:50]Cl)=[CH:41]1)=[O:39])([CH3:36])([CH3:35])[CH3:34].N. Product: [C:33]([O:37][C:38]([N:40]1[C:44]2=[N:45][CH:46]=[C:47]([Cl:49])[CH:48]=[C:43]2[C:42]([CH2:50][C:19]2[C:18]([F:23])=[N:17][C:16]([N:7]([C:6]([O:5][C:1]([CH3:4])([CH3:3])[CH3:2])=[O:24])[CH2:8][C:9]3[CH:10]=[N:11][CH:12]=[C:13]([F:15])[CH:14]=3)=[CH:21][CH:20]=2)=[CH:41]1)=[O:39])([CH3:36])([CH3:35])[CH3:34]. The catalyst class is: 7. (3) Reactant: [CH2:1]([O:3][C:4](=[O:20])[C:5]([C:8]1[CH:13]=[CH:12][C:11]([S:14]([CH:17]2[CH2:19][CH2:18]2)(=[O:16])=[O:15])=[CH:10][CH:9]=1)=[N+]=[N-])[CH3:2].[OH:21][CH:22]1[CH2:27][CH2:26][O:25][CH2:24][CH2:23]1.N#N.O. Product: [CH2:1]([O:3][C:4](=[O:20])[CH:5]([C:8]1[CH:13]=[CH:12][C:11]([S:14]([CH:17]2[CH2:19][CH2:18]2)(=[O:16])=[O:15])=[CH:10][CH:9]=1)[O:21][CH:22]1[CH2:27][CH2:26][O:25][CH2:24][CH2:23]1)[CH3:2]. The catalyst class is: 2. (4) Reactant: CO.C([O:10][C:11]1[C:12]([CH3:27])=[C:13]([CH3:26])[C:14]([NH:18][C:19](=[O:25])[CH:20]([CH2:23][CH3:24])[CH2:21][CH3:22])=[N:15][C:16]=1[CH3:17])C1C=CC=CC=1. Product: [CH2:23]([CH:20]([CH2:21][CH3:22])[C:19]([NH:18][C:14]1[C:13]([CH3:26])=[C:12]([CH3:27])[C:11]([OH:10])=[C:16]([CH3:17])[N:15]=1)=[O:25])[CH3:24]. The catalyst class is: 45. (5) Reactant: [N+:1]([C:4]1[CH:16]=[CH:15][C:7]([CH:8]=[CH:9][C:10]([O:12][CH2:13][CH3:14])=[O:11])=[C:6](OCC)[CH:5]=1)([O-])=O.[C:20](OCC)(=[O:22])[CH3:21]. Product: [CH2:20]([O:22][CH:9]([CH2:8][C:7]1[CH:6]=[CH:5][C:4]([NH2:1])=[CH:16][CH:15]=1)[C:10]([O:12][CH2:13][CH3:14])=[O:11])[CH3:21]. The catalyst class is: 45.